This data is from hERG Central: cardiac toxicity at 1µM, 10µM, and general inhibition. The task is: Predict hERG channel inhibition at various concentrations. (1) The compound is O=C(CSc1nnc(Cc2cccs2)n1-c1ccccc1)NC1CCCCC1. Results: hERG_inhib (hERG inhibition (general)): blocker. (2) Results: hERG_inhib (hERG inhibition (general)): blocker. The molecule is Cc1cc(C)n(-c2nc(SCCN(C)C)c3c4c(sc3n2)CCCC4)n1. (3) The molecule is CCN1CCN(CCCN(Cc2ccco2)C(=S)Nc2ccccc2Cl)CC1. Results: hERG_inhib (hERG inhibition (general)): blocker.